This data is from NCI-60 drug combinations with 297,098 pairs across 59 cell lines. The task is: Regression. Given two drug SMILES strings and cell line genomic features, predict the synergy score measuring deviation from expected non-interaction effect. (1) Drug 1: COC1=NC(=NC2=C1N=CN2C3C(C(C(O3)CO)O)O)N. Drug 2: CCN(CC)CCCC(C)NC1=C2C=C(C=CC2=NC3=C1C=CC(=C3)Cl)OC. Cell line: SNB-75. Synergy scores: CSS=17.5, Synergy_ZIP=-5.69, Synergy_Bliss=-4.50, Synergy_Loewe=-0.0395, Synergy_HSA=-0.00880. (2) Drug 1: CS(=O)(=O)CCNCC1=CC=C(O1)C2=CC3=C(C=C2)N=CN=C3NC4=CC(=C(C=C4)OCC5=CC(=CC=C5)F)Cl. Drug 2: C1=CC=C(C(=C1)C(C2=CC=C(C=C2)Cl)C(Cl)Cl)Cl. Cell line: OVCAR-4. Synergy scores: CSS=-3.30, Synergy_ZIP=0.640, Synergy_Bliss=-0.404, Synergy_Loewe=-4.54, Synergy_HSA=-4.20.